This data is from NCI-60 drug combinations with 297,098 pairs across 59 cell lines. The task is: Regression. Given two drug SMILES strings and cell line genomic features, predict the synergy score measuring deviation from expected non-interaction effect. (1) Drug 1: CN(C)N=NC1=C(NC=N1)C(=O)N. Drug 2: CN(C(=O)NC(C=O)C(C(C(CO)O)O)O)N=O. Cell line: SR. Synergy scores: CSS=33.9, Synergy_ZIP=0.533, Synergy_Bliss=0.988, Synergy_Loewe=-19.1, Synergy_HSA=1.90. (2) Drug 1: CC1=C(C(=O)C2=C(C1=O)N3CC4C(C3(C2COC(=O)N)OC)N4)N. Drug 2: COCCOC1=C(C=C2C(=C1)C(=NC=N2)NC3=CC=CC(=C3)C#C)OCCOC.Cl. Cell line: SNB-75. Synergy scores: CSS=18.7, Synergy_ZIP=-6.12, Synergy_Bliss=-4.11, Synergy_Loewe=-5.93, Synergy_HSA=-3.36. (3) Drug 2: B(C(CC(C)C)NC(=O)C(CC1=CC=CC=C1)NC(=O)C2=NC=CN=C2)(O)O. Synergy scores: CSS=18.6, Synergy_ZIP=-3.36, Synergy_Bliss=-4.73, Synergy_Loewe=-12.3, Synergy_HSA=-4.25. Cell line: KM12. Drug 1: CC1=C2C(C(=O)C3(C(CC4C(C3C(C(C2(C)C)(CC1OC(=O)C(C(C5=CC=CC=C5)NC(=O)OC(C)(C)C)O)O)OC(=O)C6=CC=CC=C6)(CO4)OC(=O)C)O)C)O.